Predict the reactants needed to synthesize the given product. From a dataset of Full USPTO retrosynthesis dataset with 1.9M reactions from patents (1976-2016). (1) Given the product [CH3:5][N:6]([CH2:9][CH2:10][CH2:11][CH2:12][CH2:13][CH2:14][O:15][C:16]1[CH:17]=[CH:18][C:19]([Mg:1][Br:4])=[CH:20][CH:21]=1)[CH2:7][CH3:8], predict the reactants needed to synthesize it. The reactants are: [Mg:1].C([Br:4])C.[CH3:5][N:6]([CH2:9][CH2:10][CH2:11][CH2:12][CH2:13][CH2:14][O:15][C:16]1[CH:21]=[CH:20][C:19](Br)=[CH:18][CH:17]=1)[CH2:7][CH3:8]. (2) Given the product [F:34][C:32]([F:33])([F:35])[C:24]1[CH:23]=[C:22]([C:17]2([CH2:16][C:12]3[N:11]4[CH2:36][CH2:37][N:38]([CH:41]([CH3:43])[CH3:42])[C:39](=[O:40])[C:10]4=[C:9]([OH:8])[C:14](=[O:15])[N:13]=3)[CH2:18][CH2:19][CH2:20][CH2:21]2)[CH:27]=[C:26]([C:28]([F:29])([F:30])[F:31])[CH:25]=1, predict the reactants needed to synthesize it. The reactants are: C([O:8][C:9]1[C:14](=[O:15])[N:13]=[C:12]([CH2:16][C:17]2([C:22]3[CH:27]=[C:26]([C:28]([F:31])([F:30])[F:29])[CH:25]=[C:24]([C:32]([F:35])([F:34])[F:33])[CH:23]=3)[CH2:21][CH2:20][CH2:19][CH2:18]2)[N:11]2[CH2:36][CH2:37][N:38]([CH:41]([CH3:43])[CH3:42])[C:39](=[O:40])[C:10]=12)C1C=CC=CC=1.OC1C(=O)N=C(CC2(C3C=CC(C(F)(F)F)=CC=3)CCCC2)N2CCN(C(C)C)C(=O)C=12. (3) Given the product [N:9]1[C:10]2[C:15](=[CH:14][C:13]([C:23]([OH:25])=[O:24])=[CH:12][CH:11]=2)[N:16]=[CH:17][CH:8]=1, predict the reactants needed to synthesize it. The reactants are: FC1C=C([C:8]2[C:17](N(C(C)C)C)=[N:16][C:15]3[C:10](=[CH:11][CH:12]=[C:13]([C:23]([O:25]C)=[O:24])[CH:14]=3)[N:9]=2)C=CC=1.CO.[OH-].[Na+]. (4) The reactants are: [H-].[Na+].[Br:3][C:4]1[CH:5]=[CH:6][C:7]2[N:11]=[C:10](C(Cl)(Cl)Cl)[N:9]([C:16]3[CH:21]=[CH:20][N:19]=[C:18]([NH2:22])[N:17]=3)[C:8]=2[CH:23]=1.[O:24]1[CH2:29][CH2:28][CH:27]([OH:30])[CH2:26][CH2:25]1. Given the product [Br:3][C:4]1[CH:5]=[CH:6][C:7]2[N:11]=[C:10]([O:30][CH:27]3[CH2:28][CH2:29][O:24][CH2:25][CH2:26]3)[N:9]([C:16]3[CH:21]=[CH:20][N:19]=[C:18]([NH2:22])[N:17]=3)[C:8]=2[CH:23]=1, predict the reactants needed to synthesize it.